Dataset: Peptide-MHC class II binding affinity with 134,281 pairs from IEDB. Task: Regression. Given a peptide amino acid sequence and an MHC pseudo amino acid sequence, predict their binding affinity value. This is MHC class II binding data. The peptide sequence is QNLARTISEAGQAMA. The MHC is HLA-DPA10301-DPB10402 with pseudo-sequence HLA-DPA10301-DPB10402. The binding affinity (normalized) is 0.115.